Dataset: Forward reaction prediction with 1.9M reactions from USPTO patents (1976-2016). Task: Predict the product of the given reaction. (1) Given the reactants [Br:1][C:2]1[CH:3]=[C:4]2[C:8](=[CH:9][CH:10]=1)[NH:7][CH:6]=[C:5]2[CH2:11][C:12]([OH:14])=O.C(N1C=CN=C1)(N1C=CN=C1)=O.[CH2:27]([N:34]1[CH2:39][CH2:38][CH:37]([CH2:40][CH2:41][NH2:42])[CH2:36][CH2:35]1)[C:28]1[CH:33]=[CH:32][CH:31]=[CH:30][CH:29]=1, predict the reaction product. The product is: [CH2:27]([N:34]1[CH2:39][CH2:38][CH:37]([CH2:40][CH2:41][NH:42][C:12](=[O:14])[CH2:11][C:5]2[C:4]3[C:8](=[CH:9][CH:10]=[C:2]([Br:1])[CH:3]=3)[NH:7][CH:6]=2)[CH2:36][CH2:35]1)[C:28]1[CH:33]=[CH:32][CH:31]=[CH:30][CH:29]=1. (2) The product is: [C:16]([Cl:17])(=[O:15])[O:11][C:7]1[CH:8]=[CH:9][CH:10]=[C:5]([N:4]([CH3:12])[CH3:3])[CH:6]=1. Given the reactants [H-].[Na+].[CH3:3][N:4]([CH3:12])[C:5]1[CH:6]=[C:7]([OH:11])[CH:8]=[CH:9][CH:10]=1.C(OC(Cl)(Cl)Cl)([O:15][C:16](Cl)(Cl)[Cl:17])=O, predict the reaction product. (3) Given the reactants [F:1][C:2]1[CH:7]=[CH:6][C:5]([C:8]2[N:13]=[C:12]3[CH:14]=[CH:15][NH:16][C:11]3=[CH:10][C:9]=2[C:17]2[CH:24]=[CH:23][C:20]([C:21]#[N:22])=[CH:19][CH:18]=2)=[CH:4][CH:3]=1.[C:25]([N:32]1[CH2:36][CH2:35][C@@H:34]([CH2:37]Br)[CH2:33]1)([O:27][C:28]([CH3:31])([CH3:30])[CH3:29])=[O:26], predict the reaction product. The product is: [C:21]([C:20]1[CH:23]=[CH:24][C:17]([C:9]2[CH:10]=[C:11]3[N:16]([CH2:37][C@H:34]4[CH2:35][CH2:36][N:32]([C:25]([O:27][C:28]([CH3:29])([CH3:31])[CH3:30])=[O:26])[CH2:33]4)[CH:15]=[CH:14][C:12]3=[N:13][C:8]=2[C:5]2[CH:4]=[CH:3][C:2]([F:1])=[CH:7][CH:6]=2)=[CH:18][CH:19]=1)#[N:22]. (4) Given the reactants [Cl:1][C:2]1[C:7]([CH:8](OC)[O:9]C)=[CH:6][CH:5]=[CH:4][C:3]=1[OH:13].[Br:14]Br.S([O-])(O)=O.[Na+], predict the reaction product. The product is: [Br:14][C:4]1[CH:5]=[CH:6][C:7]([CH:8]=[O:9])=[C:2]([Cl:1])[C:3]=1[OH:13]. (5) Given the reactants [C:1]12([CH2:12][C:11](=[O:13])[O:10][C:8](=[O:9])[CH2:7]1)[CH2:6][CH2:5][CH2:4][CH2:3][CH2:2]2.[CH:14]1([NH2:20])[CH2:19][CH2:18][CH2:17][CH2:16][CH2:15]1.Cl, predict the reaction product. The product is: [CH:14]1([NH:20][C:11]([CH2:12][C:1]2([CH2:7][C:8]([OH:10])=[O:9])[CH2:2][CH2:3][CH2:4][CH2:5][CH2:6]2)=[O:13])[CH2:19][CH2:18][CH2:17][CH2:16][CH2:15]1.